This data is from Forward reaction prediction with 1.9M reactions from USPTO patents (1976-2016). The task is: Predict the product of the given reaction. Given the reactants CN1C=CN=C1.[CH3:7][O:8][N:9]=[CH:10][CH2:11][CH2:12][CH:13]([C:15]1[CH:20]=[CH:19][CH:18]=[CH:17][CH:16]=1)O.CS([Cl:25])(=O)=O.C(OCC)(=O)C, predict the reaction product. The product is: [Cl:25][CH:13]([C:15]1[CH:20]=[CH:19][CH:18]=[CH:17][CH:16]=1)[CH2:12][CH2:11][CH:10]=[N:9][O:8][CH3:7].